This data is from Forward reaction prediction with 1.9M reactions from USPTO patents (1976-2016). The task is: Predict the product of the given reaction. (1) Given the reactants Cl[C:2]1[CH:11]=[CH:10][N:9]=[C:8]2[C:3]=1[CH:4]=[CH:5][C:6]([CH3:12])=[N:7]2.[NH2:13][C:14]1[CH:15]=[C:16]([CH:29]=[C:30]([Cl:32])[CH:31]=1)[O:17][CH2:18][C:19]1[CH:28]=[CH:27][C:22]([C:23]([NH:25][CH3:26])=[O:24])=[CH:21][CH:20]=1, predict the reaction product. The product is: [Cl:32][C:30]1[CH:29]=[C:16]([CH:15]=[C:14]([NH:13][C:2]2[C:3]3[C:8](=[N:7][C:6]([CH3:12])=[CH:5][CH:4]=3)[N:9]=[CH:10][CH:11]=2)[CH:31]=1)[O:17][CH2:18][C:19]1[CH:20]=[CH:21][C:22]([C:23]([NH:25][CH3:26])=[O:24])=[CH:27][CH:28]=1. (2) Given the reactants [F:1][C:2]1[CH:7]=[C:6]([F:8])[CH:5]=[CH:4][C:3]=1[C:9]1[N:10]=[C:11]2[CH2:24][CH2:23][CH2:22][N:12]2[C:13]=1[C:14]1[N:15]=[N:16][C:17]([NH:20][NH2:21])=[CH:18][CH:19]=1.CO.O=[CH:28][C:29]([O:31][CH2:32][CH3:33])=[O:30].C(O)(=O)C.C(O)(=O)C.IC1C=CC=CC=1, predict the reaction product. The product is: [F:1][C:2]1[CH:7]=[C:6]([F:8])[CH:5]=[CH:4][C:3]=1[C:9]1[N:10]=[C:11]2[CH2:24][CH2:23][CH2:22][N:12]2[C:13]=1[C:14]1[CH:19]=[CH:18][C:17]2[N:16]([C:28]([C:29]([O:31][CH2:32][CH3:33])=[O:30])=[N:21][N:20]=2)[N:15]=1. (3) Given the reactants [C:1]([O:5][C:6]([NH:8][C:9]1[S:10][C:11]([C:14]([OH:16])=O)=[CH:12][N:13]=1)=[O:7])([CH3:4])([CH3:3])[CH3:2].[NH2:17][CH2:18][CH:19]1[CH2:24][CH2:23][N:22]([C:25]([O:27][CH2:28][C:29]2[CH:34]=[CH:33][CH:32]=[CH:31][CH:30]=2)=[O:26])[CH2:21][CH2:20]1, predict the reaction product. The product is: [C:1]([O:5][C:6]([NH:8][C:9]1[S:10][C:11]([C:14]([NH:17][CH2:18][CH:19]2[CH2:24][CH2:23][N:22]([C:25]([O:27][CH2:28][C:29]3[CH:30]=[CH:31][CH:32]=[CH:33][CH:34]=3)=[O:26])[CH2:21][CH2:20]2)=[O:16])=[CH:12][N:13]=1)=[O:7])([CH3:2])([CH3:3])[CH3:4]. (4) Given the reactants [Cl:1][C:2]1[N:3]=[N:4][C:5](Cl)=[CH:6][CH:7]=1.[N+:9]([C:12]1[CH:13]=[C:14](B(O)O)[CH:15]=[CH:16][CH:17]=1)([O-:11])=[O:10].C(=O)([O-])[O-].[Na+].[Na+], predict the reaction product. The product is: [Cl:1][C:2]1[N:3]=[N:4][C:5]([C:16]2[CH:15]=[CH:14][CH:13]=[C:12]([N+:9]([O-:11])=[O:10])[CH:17]=2)=[CH:6][CH:7]=1.